From a dataset of Forward reaction prediction with 1.9M reactions from USPTO patents (1976-2016). Predict the product of the given reaction. (1) Given the reactants Cl[C:2]1[N:3]=[CH:4][C:5]2[CH:10]=[CH:9][NH:8][C:6]=2[N:7]=1.[CH:11]([O:14][C:15]1[CH:21]=[CH:20][C:18]([NH2:19])=[CH:17][CH:16]=1)([CH3:13])[CH3:12].Cl, predict the reaction product. The product is: [CH:11]([O:14][C:15]1[CH:21]=[CH:20][C:18]([NH:19][C:2]2[N:3]=[CH:4][C:5]3[CH:10]=[CH:9][NH:8][C:6]=3[N:7]=2)=[CH:17][CH:16]=1)([CH3:13])[CH3:12]. (2) Given the reactants CN1C(=O)CC(=O)N(C)C1=O.C([O:15][C:16]1[CH:21]=[CH:20][C:19]([CH2:22][S:23]([CH2:25][CH2:26][C:27]2[N:31]([CH3:32])[N:30]=[CH:29][CH:28]=2)=[O:24])=[C:18]([CH3:33])[CH:17]=1)C=C, predict the reaction product. The product is: [CH3:33][C:18]1[CH:17]=[C:16]([OH:15])[CH:21]=[CH:20][C:19]=1[CH2:22][S:23]([CH2:25][CH2:26][C:27]1[N:31]([CH3:32])[N:30]=[CH:29][CH:28]=1)=[O:24]. (3) Given the reactants [NH2:1][CH:2]1[CH2:8][CH2:7][C:6]2[CH:9]=[CH:10][CH:11]=[CH:12][C:5]=2[NH:4][C:3]1=[O:13].Cl.CN(C)CCCN=C=NCC.ON1C2C=CC=CC=2N=N1.C(N(C(C)C)CC)(C)C.[CH3:45][C:46]([O:49][C:50]([NH:52][C@@H:53]([C:65](O)=[O:66])[CH2:54][C:55]1[C:60]([C:61]([F:64])([F:63])[F:62])=[CH:59][CH:58]=[CH:57][CH:56]=1)=[O:51])([CH3:48])[CH3:47], predict the reaction product. The product is: [C:46]([O:49][C:50](=[O:51])[NH:52][C@@H:53]([C:65](=[O:66])[NH:1][CH:2]1[C:3](=[O:13])[NH:4][C:5]2[CH:12]=[CH:11][CH:10]=[CH:9][C:6]=2[CH2:7][CH2:8]1)[CH2:54][C:55]1[CH:56]=[CH:57][CH:58]=[CH:59][C:60]=1[C:61]([F:64])([F:63])[F:62])([CH3:45])([CH3:48])[CH3:47]. (4) Given the reactants [Br:1][C:2]1[CH:11]=[CH:10][C:5]([C:6]([O:8]C)=O)=[C:4]([CH2:12]Br)[CH:3]=1.[NH2:14][C@@H:15]([CH2:18][C:19]1[CH:24]=[CH:23][CH:22]=[CH:21][CH:20]=1)[CH2:16]O.C([N:28](CC)C(C)C)(C)C, predict the reaction product. The product is: [NH2:28][CH2:16][C@@H:15]([N:14]1[CH2:12][C:4]2[C:5](=[CH:10][CH:11]=[C:2]([Br:1])[CH:3]=2)[C:6]1=[O:8])[CH2:18][C:19]1[CH:24]=[CH:23][CH:22]=[CH:21][CH:20]=1. (5) Given the reactants COC1C=CC(C[NH:8][C:9]2[C:18]3[C:13](=[CH:14][CH:15]=[CH:16][C:17]=3[CH3:19])[N:12]=[C:11]([CH3:20])[C:10]=2[C:21]([O:23][CH2:24][CH3:25])=[O:22])=CC=1, predict the reaction product. The product is: [NH2:8][C:9]1[C:18]2[C:13](=[CH:14][CH:15]=[CH:16][C:17]=2[CH3:19])[N:12]=[C:11]([CH3:20])[C:10]=1[C:21]([O:23][CH2:24][CH3:25])=[O:22]. (6) The product is: [CH3:13][O:14][CH2:15][N:1]1[CH:5]=[C:4]([C@@H:6]2[CH2:11][CH2:10][CH2:9][CH2:8][C@H:7]2[OH:12])[CH:3]=[N:2]1. Given the reactants [NH:1]1[CH:5]=[C:4]([C@@H:6]2[CH2:11][CH2:10][CH2:9][CH2:8][C@H:7]2[OH:12])[CH:3]=[N:2]1.[CH3:13][O:14][CH2:15]Cl, predict the reaction product. (7) The product is: [CH2:12]([NH:19][C:1](=[O:9])[CH2:2][CH2:3][CH2:4][CH2:5][CH:6]=[CH2:7])[C:13]1[CH:18]=[CH:17][CH:16]=[CH:15][CH:14]=1. Given the reactants [C:1]([O:9]CC)(=O)[CH2:2][CH2:3][CH2:4][CH2:5][CH:6]=[CH2:7].[CH2:12]([NH2:19])[C:13]1[CH:18]=[CH:17][CH:16]=[CH:15][CH:14]=1.N12CCCNC1=NCCC2, predict the reaction product. (8) Given the reactants [C:1]1(C)[C:2]([N:7]=[C:8]=[O:9])=[CH:3][CH:4]=[CH:5][CH:6]=1.[NH2:11][C:12]1[N:17]=[CH:16][N:15]=[C:14]2[N:18]([CH:29]3[CH2:34][CH2:33][C:32](=[O:35])[CH2:31][CH2:30]3)[N:19]=[C:20]([C:21]3[CH:26]=[CH:25][C:24]([NH2:27])=[C:23]([F:28])[CH:22]=3)[C:13]=12.N1C=CC=C[CH:37]=1, predict the reaction product. The product is: [NH2:11][C:12]1[N:17]=[CH:16][N:15]=[C:14]2[N:18]([CH:29]3[CH2:30][CH2:31][C:32](=[O:35])[CH2:33][CH2:34]3)[N:19]=[C:20]([C:21]3[CH:26]=[CH:25][C:24]([NH:27][C:8]([NH:7][C:2]4[CH:1]=[CH:6][CH:5]=[C:4]([CH3:37])[CH:3]=4)=[O:9])=[C:23]([F:28])[CH:22]=3)[C:13]=12. (9) Given the reactants Cl[C:2]1[C:3]([N:12]2[CH:16]=[CH:15][CH:14]=[CH:13]2)=[CH:4][C:5]([N+:9]([O-:11])=[O:10])=[C:6]([NH2:8])[CH:7]=1.[CH3:17][O:18][CH2:19][CH2:20][OH:21].[OH-].[K+], predict the reaction product. The product is: [CH3:17][O:18][CH2:19][CH2:20][O:21][C:2]1[C:3]([N:12]2[CH:16]=[CH:15][CH:14]=[CH:13]2)=[CH:4][C:5]([N+:9]([O-:11])=[O:10])=[C:6]([NH2:8])[CH:7]=1. (10) Given the reactants [C:1]([CH:4](OS(C1C=CC(C)=CC=1)(=O)=O)[C:5]1[CH:10]=[CH:9][CH:8]=[CH:7][CH:6]=1)(=[O:3])[NH2:2].[F:22][C:23]1[C:28]([F:29])=[C:27]([CH3:30])[CH:26]=[CH:25][C:24]=1[CH2:31][CH2:32][C@H:33]1[C:42]2[C:37](=[CH:38][C:39]([O:45][CH3:46])=[C:40]([O:43][CH3:44])[CH:41]=2)[CH2:36][CH2:35][NH:34]1, predict the reaction product. The product is: [F:22][C:23]1[C:28]([F:29])=[C:27]([CH3:30])[CH:26]=[CH:25][C:24]=1[CH2:31][CH2:32][C@H:33]1[C:42]2[C:37](=[CH:38][C:39]([O:45][CH3:46])=[C:40]([O:43][CH3:44])[CH:41]=2)[CH2:36][CH2:35][N:34]1[C@H:4]([C:5]1[CH:6]=[CH:7][CH:8]=[CH:9][CH:10]=1)[C:1]([NH2:2])=[O:3].